Dataset: Full USPTO retrosynthesis dataset with 1.9M reactions from patents (1976-2016). Task: Predict the reactants needed to synthesize the given product. (1) Given the product [Cl:28][C:25]1[CH:26]=[CH:27][C:22]([N:11]2[CH:12]=[CH:13][C:14]([CH2:35][OH:36])=[C:10]2[C:7]2[CH:8]=[CH:9][C:4]([C:1]([NH2:2])=[O:3])=[CH:5][C:6]=2[CH3:31])=[C:23]([O:29][CH3:30])[CH:24]=1, predict the reactants needed to synthesize it. The reactants are: [C:1]([C:4]1[CH:9]=[CH:8][C:7]([C:10]2[N:11]([C:22]3[CH:27]=[CH:26][C:25]([Cl:28])=[CH:24][C:23]=3[O:29][CH3:30])[CH:12]=[CH:13][C:14]=2CCC(OCC)=O)=[C:6]([CH3:31])[CH:5]=1)(=[O:3])[NH2:2].[Li+].[OH-].C[CH2:35][O:36]C(C)=O. (2) Given the product [CH3:13][CH2:12][CH2:11][CH:10]([CH3:9])[CH3:18].[CH3:18][O:1][CH2:2][CH2:3][CH2:4][CH2:5][CH2:6][CH2:7][CH2:8][CH2:9][CH2:10][CH2:11][CH2:12][C:13]#[N:14], predict the reactants needed to synthesize it. The reactants are: [OH:1][CH2:2][CH2:3][CH2:4][CH2:5][CH2:6][CH2:7][CH2:8][CH2:9][CH2:10][CH2:11][CH2:12][C:13]#[N:14].[H-].[Na+].I[CH3:18].[Cl-].[NH4+]. (3) Given the product [CH3:1][O:2][C:3](=[O:21])[C:4]1[C:9]([C:27]#[C:26][Si:22]([CH3:25])([CH3:24])[CH3:23])=[CH:8][C:7]([F:11])=[C:6]([F:12])[C:5]=1[NH:13][C:14]1[CH:19]=[CH:18][CH:17]=[CH:16][C:15]=1[Cl:20], predict the reactants needed to synthesize it. The reactants are: [CH3:1][O:2][C:3](=[O:21])[C:4]1[C:9](Br)=[CH:8][C:7]([F:11])=[C:6]([F:12])[C:5]=1[NH:13][C:14]1[CH:19]=[CH:18][CH:17]=[CH:16][C:15]=1[Cl:20].[Si:22]([C:26]#[CH:27])([CH3:25])([CH3:24])[CH3:23].N(C(C)C)C(C)C.